This data is from Catalyst prediction with 721,799 reactions and 888 catalyst types from USPTO. The task is: Predict which catalyst facilitates the given reaction. (1) Reactant: [C:1]([OH:12])(=O)[C:2]1[CH:10]=[CH:9][CH:8]=[C:4]([C:5]([OH:7])=[O:6])[CH:3]=1.C(N1C=CN=C1)([N:15]1C=CN=C1)=O.C([N-]C(C)C)(C)C. Product: [C:1]([NH2:15])(=[O:12])[C:2]1[CH:10]=[CH:9][CH:8]=[C:4]([C:5]([OH:7])=[O:6])[CH:3]=1. The catalyst class is: 118. (2) Product: [C:1]([O:5][C:6](=[O:38])[CH2:7][O:8][CH2:9][CH2:10][O:11][CH2:12][CH2:13][O:14][CH2:15][CH2:16][O:17][CH2:18][CH2:19][O:20][CH2:21][CH2:22][O:23][CH2:24][CH2:25][O:26][CH2:27][CH2:28][CH2:29][CH2:30][CH2:31][CH2:63][CH2:62][CH2:58][CH2:59][CH2:60][CH2:61][S:57][C:51](=[O:40])[CH3:56])([CH3:2])([CH3:3])[CH3:4]. Reactant: [C:1]([O:5][C:6](=[O:38])[CH2:7][O:8][CH2:9][CH2:10][O:11][CH2:12][CH2:13][O:14][CH2:15][CH2:16][O:17][CH2:18][CH2:19][O:20][CH2:21][CH2:22][O:23][CH2:24][CH2:25][O:26][CH2:27][CH2:28][CH2:29][CH2:30][CH2:31]CCCCC=C)([CH3:4])([CH3:3])[CH3:2].C[OH:40].Cl.Cl.N([C:51]([CH3:56])(C)C(N)=N)=NC(C)(C)C(N)=N.[S:57]1[CH:61]=[CH:60][CH:59]=[C:58]1[CH2:62][C:63](O)=O. The catalyst class is: 13. (3) Reactant: [F:1][C:2]1[CH:7]=[CH:6][CH:5]=[C:4]([F:8])[C:3]=1[C:9]1[NH:17][C:16]2[CH2:15][CH2:14][N:13]([C:18]3[N:19]=[C:20]([C:24]4[CH:29]=[CH:28][CH:27]=[CH:26][N:25]=4)[S:21][C:22]=3[CH3:23])[C:12](=O)[C:11]=2[CH:10]=1.CO. Product: [F:8][C:4]1[CH:5]=[CH:6][CH:7]=[C:2]([F:1])[C:3]=1[C:9]1[NH:17][C:16]2[CH2:15][CH2:14][N:13]([C:18]3[N:19]=[C:20]([C:24]4[CH:29]=[CH:28][CH:27]=[CH:26][N:25]=4)[S:21][C:22]=3[CH3:23])[CH2:12][C:11]=2[CH:10]=1. The catalyst class is: 1.